This data is from In vitro SARS-CoV-2 activity screen of 1,480 approved drugs from Prestwick library. The task is: Binary Classification. Given a drug SMILES string, predict its activity (active/inactive) in a high-throughput screening assay against a specified biological target. (1) The compound is COc1ccc2c(c1)c(CC(=O)O)c(C)n2C(=O)c1ccc(Cl)cc1. The result is 0 (inactive). (2) The compound is COc1ccc(C[C@@H]2c3cc(OC)c(OC)cc3CC[N@+]2(C)CCC(=O)OCCCCCOC(=O)CC[N@@+]2(C)CCc3cc(OC)c(OC)cc3[C@H]2Cc2ccc(OC)c(OC)c2)cc1OC.O=S(=O)([O-])c1ccccc1.O=S(=O)([O-])c1ccccc1. The result is 1 (active). (3) The compound is COc1ccc2[nH]cc(CCNC(C)=O)c2c1. The result is 0 (inactive). (4) The result is 0 (inactive). The molecule is COc1ccc(Cl)cc1C(=O)NCCc1ccc(S(=O)(=O)NC(=O)NC2CCCCC2)cc1. (5) The drug is COC(=O)N/N=C/c1c[n+]([O-])c2ccccc2[n+]1[O-]. The result is 0 (inactive). (6) The molecule is CN1CCC(=C2c3ccccc3C=Cc3ccccc32)CC1.Cl. The result is 0 (inactive). (7) The compound is CC1CS(=O)(=O)CCN1/N=C/c1ccc([N+](=O)[O-])o1. The result is 0 (inactive). (8) The drug is N[C@@H](C(=O)N[C@@H]1C(=O)N2C(C(=O)O)=C(Cl)CC[C@H]12)c1ccccc1. The result is 0 (inactive). (9) The molecule is CN(C)CCC(c1ccc(Br)cc1)c1ccccn1.O=C(O)/C=C\C(=O)O. The result is 0 (inactive).